Dataset: Reaction yield outcomes from USPTO patents with 853,638 reactions. Task: Predict the reaction yield, written as a fraction of the theoretical maximum amount of product (1.0 means a 100% yield; for example, 0.34 means a 34% yield). (1) The reactants are [Li]N1C(C)(C)CCC[C:3]1(C)C.CC1CCCN(C)C1(C)C.CN(CCN(C)C)C.[Li]CCCC.[NH:35]([C:42]1[N:43]([C:55]2[CH:60]=[CH:59][CH:58]=[CH:57][CH:56]=2)[C:44]2[C:49]([C:50](=[O:52])[CH:51]=1)=[CH:48][C:47]([F:53])=[C:46]([Cl:54])[N:45]=2)[C:36]1[CH:41]=[CH:40][CH:39]=[CH:38][CH:37]=1.CI. The catalyst is C1COCC1. The product is [NH:35]([C:42]1[N:43]([C:55]2[CH:60]=[CH:59][CH:58]=[CH:57][CH:56]=2)[C:44]2[C:49]([C:50](=[O:52])[CH:51]=1)=[C:48]([CH3:3])[C:47]([F:53])=[C:46]([Cl:54])[N:45]=2)[C:36]1[CH:41]=[CH:40][CH:39]=[CH:38][CH:37]=1. The yield is 0.880. (2) The reactants are [Cl:1][C:2]1[CH:7]=[CH:6][C:5]([CH2:8][CH2:9][OH:10])=[CH:4][CH:3]=1.Cl[C:12]1[N:13]=[C:14]([OH:22])[C:15]2[CH:21]=[CH:20][N:19]=[CH:18][C:16]=2[N:17]=1. No catalyst specified. The product is [Cl:1][C:2]1[CH:7]=[CH:6][C:5]([CH2:8][CH2:9][O:10][C:12]2[N:13]=[C:14]([OH:22])[C:15]3[CH:21]=[CH:20][N:19]=[CH:18][C:16]=3[N:17]=2)=[CH:4][CH:3]=1. The yield is 0.590.